From a dataset of Reaction yield outcomes from USPTO patents with 853,638 reactions. Predict the reaction yield, written as a fraction of the theoretical maximum amount of product (1.0 means a 100% yield; for example, 0.34 means a 34% yield). The reactants are [C:1]1(=O)[CH2:6][CH2:5][CH2:4][CH2:3][CH2:2]1.[NH:8]1[C:16]2[C:11](=[CH:12][CH:13]=[C:14]([C:17]([O:19][CH3:20])=[O:18])[CH:15]=2)[CH:10]=[CH:9]1.FC(F)(F)C(O)=O.C([SiH](CC)CC)C. The catalyst is ClCCl. The product is [CH:1]1([C:10]2[C:11]3[C:16](=[CH:15][C:14]([C:17]([O:19][CH3:20])=[O:18])=[CH:13][CH:12]=3)[NH:8][CH:9]=2)[CH2:6][CH2:5][CH2:4][CH2:3][CH2:2]1. The yield is 0.850.